Dataset: Full USPTO retrosynthesis dataset with 1.9M reactions from patents (1976-2016). Task: Predict the reactants needed to synthesize the given product. (1) Given the product [NH2:10][C:11]1[CH:16]=[CH:15][C:14]([CH2:17][C@H:18]2[C@H:26]3[C@@H:22]([N:23]([CH2:28][C:29]4[CH:34]=[CH:33][CH:32]=[C:31]([C:35]([CH3:37])([CH3:38])[CH3:36])[CH:30]=4)[C:24](=[O:27])[O:25]3)[CH2:21][S:20](=[O:39])(=[O:40])[CH2:19]2)=[CH:13][C:12]=1[F:41], predict the reactants needed to synthesize it. The reactants are: C(OC(=O)[NH:10][C:11]1[CH:16]=[CH:15][C:14]([CH2:17][C@H:18]2[C@H:26]3[C@@H:22]([N:23]([CH2:28][C:29]4[CH:34]=[CH:33][CH:32]=[C:31]([C:35]([CH3:38])([CH3:37])[CH3:36])[CH:30]=4)[C:24](=[O:27])[O:25]3)[CH2:21][S:20](=[O:40])(=[O:39])[CH2:19]2)=[CH:13][C:12]=1[F:41])C1C=CC=CC=1. (2) Given the product [CH3:5][C:4]([O:6][C:7]1[CH:12]=[CH:11][C:10]([CH2:13][CH2:14][CH2:15][CH:16]2[CH2:20][N:19]([CH2:27][C:28]3[CH:37]=[CH:36][C:35]4[C:30](=[CH:31][CH:32]=[CH:33][CH:34]=4)[CH:29]=3)[C:18](=[O:21])[N:17]2[CH3:22])=[CH:9][C:8]=1[CH3:23])([CH3:24])[C:3]([OH:2])=[O:25], predict the reactants needed to synthesize it. The reactants are: C[O:2][C:3](=[O:25])[C:4]([CH3:24])([O:6][C:7]1[CH:12]=[CH:11][C:10]([CH2:13][CH2:14][CH2:15][CH:16]2[CH2:20][NH:19][C:18](=[O:21])[N:17]2[CH3:22])=[CH:9][C:8]=1[CH3:23])[CH3:5].Br[CH2:27][C:28]1[CH:37]=[CH:36][C:35]2[C:30](=[CH:31][CH:32]=[CH:33][CH:34]=2)[CH:29]=1. (3) Given the product [NH2:16][N:9]1[CH:10]=[C:6]([N+:3]([O-:5])=[O:4])[CH:7]=[C:8]1[C:11]([O:13][CH2:14][CH3:15])=[O:12], predict the reactants needed to synthesize it. The reactants are: [H-].[Na+].[N+:3]([C:6]1[CH:7]=[C:8]([C:11]([O:13][CH2:14][CH3:15])=[O:12])[NH:9][CH:10]=1)([O-:5])=[O:4].[NH2:16]Cl.